From a dataset of TCR-epitope binding with 47,182 pairs between 192 epitopes and 23,139 TCRs. Binary Classification. Given a T-cell receptor sequence (or CDR3 region) and an epitope sequence, predict whether binding occurs between them. (1) Result: 1 (the TCR binds to the epitope). The epitope is RQLLFVVEV. The TCR CDR3 sequence is CASSFARDSSWELFF. (2) The epitope is YIFFASFYY. The TCR CDR3 sequence is CASSLSGGYEEQYF. Result: 0 (the TCR does not bind to the epitope). (3) The epitope is VLWAHGFEL. The TCR CDR3 sequence is CASSQGGGGFSDTQYF. Result: 1 (the TCR binds to the epitope). (4) The epitope is IVTDFSVIK. The TCR CDR3 sequence is CASSLTTGGRNEQFF. Result: 1 (the TCR binds to the epitope). (5) The epitope is RLFRKSNLK. The TCR CDR3 sequence is CSVKGQGDTELFF. Result: 0 (the TCR does not bind to the epitope). (6) The epitope is NLNESLIDL. The TCR CDR3 sequence is CASSLWREGGHEQYF. Result: 1 (the TCR binds to the epitope). (7) The epitope is RIFTIGTVTLK. The TCR CDR3 sequence is CASRLTAGEYQETQYF. Result: 0 (the TCR does not bind to the epitope).